Dataset: Catalyst prediction with 721,799 reactions and 888 catalyst types from USPTO. Task: Predict which catalyst facilitates the given reaction. (1) Reactant: [F:1][C:2]1[CH:7]=[CH:6][CH:5]=[CH:4][C:3]=1[CH:8]([C:10]1[CH:15]=[CH:14][CH:13]=[CH:12][C:11]=1[F:16])O.[BrH:17]. Product: [Br:17][CH:8]([C:10]1[CH:15]=[CH:14][CH:13]=[CH:12][C:11]=1[F:16])[C:3]1[CH:4]=[CH:5][CH:6]=[CH:7][C:2]=1[F:1]. The catalyst class is: 15. (2) Reactant: C(N(C1C2C(=CC=CC=2)C(OC2C=CN=C(Cl)N=2)=CC=1)C(=O)O)(C)(C)C.C(N(C1C2C(=CC=CC=2)C(OC2C=CN=C([NH:52][C:53]3[CH:58]=[C:57]([O:59][CH2:60][CH2:61][O:62][CH2:63][CH2:64][O:65][CH2:66][CH2:67][O:68][CH3:69])[CH:56]=[C:55]([O:70][CH3:71])[CH:54]=3)N=2)=CC=1)C(=O)O)(C)(C)C.C([O-])(O)=O.[Na+]. Product: [CH3:71][O:70][C:55]1[CH:54]=[C:53]([CH:58]=[C:57]([O:59][CH2:60][CH2:61][O:62][CH2:63][CH2:64][O:65][CH2:66][CH2:67][O:68][CH3:69])[CH:56]=1)[NH2:52]. The catalyst class is: 3. (3) Reactant: [CH:1]([N:4]1[C:8]2[CH:9]=[CH:10][CH:11]=[CH:12][C:7]=2[NH:6][C:5]1=[O:13])([CH3:3])[CH3:2].[N+](C1C=C[C:20]([O:23]C(Cl)=O)=CC=1)([O-])=O.CCN(CC)CC.CC1C=CC(S(O)(=O)=O)=CC=1.[NH2:45][CH2:46][CH:47]1[CH2:52][CH2:51][N:50]([CH2:53][C:54]2([C:60]([OH:62])=[O:61])[CH2:59][CH2:58][O:57][CH2:56][CH2:55]2)[CH2:49][CH2:48]1. Product: [CH:1]([N:4]1[C:8]2[CH:9]=[CH:10][CH:11]=[CH:12][C:7]=2[N:6]([C:20]([NH:45][CH2:46][CH:47]2[CH2:52][CH2:51][N:50]([CH2:53][C:54]3([C:60]([OH:62])=[O:61])[CH2:59][CH2:58][O:57][CH2:56][CH2:55]3)[CH2:49][CH2:48]2)=[O:23])[C:5]1=[O:13])([CH3:3])[CH3:2]. The catalyst class is: 2. (4) Reactant: [Br:1][C:2]1[CH:7]=[C:6]2[NH:8][C:9](=O)[C:10]3([CH2:13][S:12][CH2:11]3)[C:5]2=[CH:4][CH:3]=1.[H-].COCCO[Al+]OCCOC.[Na+].[H-]. Product: [Br:1][C:2]1[CH:7]=[C:6]2[NH:8][CH2:9][C:10]3([CH2:13][S:12][CH2:11]3)[C:5]2=[CH:4][CH:3]=1. The catalyst class is: 11. (5) Reactant: I[CH3:2].[I:3][C:4]1[CH:11]=[C:10]([O:12][CH3:13])[C:9]([O:14][CH:15]([CH3:17])[CH3:16])=[CH:8][C:5]=1[CH:6]=[O:7].[NH4+].[Cl-]. Product: [I:3][C:4]1[CH:11]=[C:10]([O:12][CH3:13])[C:9]([O:14][CH:15]([CH3:17])[CH3:16])=[CH:8][C:5]=1[CH:6]([OH:7])[CH3:2]. The catalyst class is: 28. (6) Reactant: [NH2:1][CH2:2][CH:3]1[NH:7][C:6](=[O:8])[CH2:5][CH2:4]1.[I:9][C:10]1[CH:11]=[C:12]2[C:17](=[CH:18][CH:19]=1)[C:16](=[O:20])[NH:15][C:14](=[O:21])[C:13]2=[CH:22]OC. Product: [I:9][C:10]1[CH:11]=[C:12]2[C:17](=[CH:18][CH:19]=1)[C:16](=[O:20])[NH:15][C:14](=[O:21])[C:13]2=[CH:22][NH:1][CH2:2][CH:3]1[CH2:4][CH2:5][C:6](=[O:8])[NH:7]1. The catalyst class is: 9. (7) Reactant: [CH2:1](Br)[CH:2]=[CH2:3].[F:5][C:6]1[CH:7]=[CH:8][C:9]([N+:13]([O-:15])=[O:14])=[C:10]([OH:12])[CH:11]=1.C(=O)([O-])[O-].[K+].[K+]. Product: [CH2:1]([O:12][C:10]1[CH:11]=[C:6]([F:5])[CH:7]=[CH:8][C:9]=1[N+:13]([O-:15])=[O:14])[CH:2]=[CH2:3]. The catalyst class is: 10. (8) Reactant: [CH2:1]([O:5][C:6](=[O:21])[C@@H:7]([NH:13][C:14]([O:16][C:17]([CH3:20])([CH3:19])[CH3:18])=[O:15])[CH2:8][CH2:9][N:10]([CH3:12])[CH3:11])[CH:2]([CH3:4])[CH3:3].[O-]S(C(F)(F)F)(=O)=O.[Sn+2].[O-]S(C(F)(F)F)(=O)=O. Product: [CH2:1]([O:5][C:6](=[O:21])[C@@H:7]([NH:13][C:14]([O:16][C:17]([CH3:18])([CH3:20])[CH3:19])=[O:15])[CH2:8][CH2:9][N:10]([CH3:11])[CH3:12])[CH:2]([CH3:4])[CH3:3].[CH2:1]([O:5][C:6](=[O:21])[C@@H:7]([NH2:13])[CH2:8][CH2:9][N:10]([CH3:11])[CH3:12])[CH:2]([CH3:4])[CH3:3]. The catalyst class is: 4. (9) Reactant: [C:1]([O:5][C:6]([C:8]([NH2:12])([OH:11])[CH2:9][CH3:10])=[O:7])([CH3:4])([CH3:3])[CH3:2].[CH3:13][CH:14]([C:28]([OH:30])=[O:29])[C:15]1[CH:16]=[CH:17][C:18]([C:22]2[CH:23]=[CH:24][CH:25]=[CH:26][CH:27]=2)=[C:19]([F:21])[CH:20]=1.CCN=C=NCCCN(C)C.Cl.C(OCC)(=O)C. Product: [C:6]([C:8]([NH2:12])([OH:11])[CH2:9][CH3:10])([O:5][C:1]([CH3:2])([CH3:4])[CH3:3])=[O:7].[CH3:13][CH:14]([C:28]([OH:30])=[O:29])[C:15]1[CH:16]=[CH:17][C:18]([C:22]2[CH:27]=[CH:26][CH:25]=[CH:24][CH:23]=2)=[C:19]([F:21])[CH:20]=1. The catalyst class is: 154.